From a dataset of Catalyst prediction with 721,799 reactions and 888 catalyst types from USPTO. Predict which catalyst facilitates the given reaction. (1) The catalyst class is: 20. Product: [OH:28][CH2:27][CH2:26][N:11]1[C@H:10]2[CH2:9][N:8]([C:6]([O:5][C:1]([CH3:4])([CH3:3])[CH3:2])=[O:7])[CH2:20][C@@H:19]2[C:18]2[CH:17]=[CH:16][CH:15]=[C:14]([C:21]([F:23])([F:22])[F:24])[C:13]=2[C:12]1=[O:25]. Reactant: [C:1]([O:5][C:6]([N:8]1[CH2:20][C@H:19]2[C@@H:10]([N:11]([CH2:26][C:27](O)=[O:28])[C:12](=[O:25])[C:13]3[C:14]([C:21]([F:24])([F:23])[F:22])=[CH:15][CH:16]=[CH:17][C:18]=32)[CH2:9]1)=[O:7])([CH3:4])([CH3:3])[CH3:2].C(N(CC)CC)C.ClC(OCC)=O.[BH4-].[Na+]. (2) Reactant: C[O:2][C:3]1[CH:8]=[C:7]([C:9]2[N:14]3[N:15]=[CH:16][N:17]=[C:13]3[C:12]([NH:18][C:19]3[CH:24]=[CH:23][C:22]([N:25]4[CH2:30][CH2:29][N:28]([CH3:31])[CH2:27][CH2:26]4)=[CH:21][CH:20]=3)=[CH:11][CH:10]=2)[CH:6]=[CH:5][N:4]=1.Cl.N1C=CC=CC=1. Product: [CH3:31][N:28]1[CH2:29][CH2:30][N:25]([C:22]2[CH:21]=[CH:20][C:19]([NH:18][C:12]3[C:13]4[N:14]([N:15]=[CH:16][N:17]=4)[C:9]([C:7]4[CH:6]=[CH:5][NH:4][C:3](=[O:2])[CH:8]=4)=[CH:10][CH:11]=3)=[CH:24][CH:23]=2)[CH2:26][CH2:27]1. The catalyst class is: 6. (3) The catalyst class is: 6. Reactant: [CH2:1]([O:3][CH:4]([O:7][CH2:8][CH3:9])[CH2:5][OH:6])[CH3:2].C(=O)([O-])[O-].[Cs+].[Cs+].CN(C=O)C.[Br:21][C:22]1[CH:23]=[N:24][C:25](Cl)=[N:26][CH:27]=1. Product: [Br:21][C:22]1[CH:23]=[N:24][C:25]([O:6][CH2:5][CH:4]([O:7][CH2:8][CH3:9])[O:3][CH2:1][CH3:2])=[N:26][CH:27]=1. (4) Reactant: [C:1]([C:3]1[C:15]2[C:14]3[C:9](=[CH:10][CH:11]=[C:12]([C:16]4[CH:21]=[CH:20][C:19]([N:22]5[CH2:27][CH2:26][N:25]([CH3:28])[CH2:24][CH2:23]5)=[CH:18][CH:17]=4)[CH:13]=3)[NH:8][C:7]=2[N:6]=[CH:5][CH:4]=1)#[CH:2].[N:29]([CH2:32][C:33]1[CH:38]=[CH:37][C:36]([CH3:39])=[CH:35][CH:34]=1)=[N+:30]=[N-:31].C(N(C(C)C)CC)(C)C. Product: [CH3:39][C:36]1[CH:35]=[CH:34][C:33]([CH2:32][N:29]2[CH:2]=[C:1]([C:3]3[C:15]4[C:14]5[C:9](=[CH:10][CH:11]=[C:12]([C:16]6[CH:17]=[CH:18][C:19]([N:22]7[CH2:23][CH2:24][N:25]([CH3:28])[CH2:26][CH2:27]7)=[CH:20][CH:21]=6)[CH:13]=5)[NH:8][C:7]=4[N:6]=[CH:5][CH:4]=3)[N:31]=[N:30]2)=[CH:38][CH:37]=1. The catalyst class is: 122. (5) Reactant: [Cl:1][C:2]1[CH:7]=[CH:6][CH:5]=[CH:4][C:3]=1[C:8]1[CH:13]=[CH:12][N:11]=[CH:10][C:9]=1[NH:14][CH2:15][CH2:16][S:17]([CH3:20])(=[O:19])=[O:18].[F:21][C:22]([F:37])([F:36])[C:23]1[CH:24]=[C:25]([CH:29]=[C:30]([C:32]([F:35])([F:34])[F:33])[CH:31]=1)[C:26](Cl)=[O:27]. The catalyst class is: 243. Product: [Cl:1][C:2]1[CH:7]=[CH:6][CH:5]=[CH:4][C:3]=1[C:8]1[CH:13]=[CH:12][N:11]=[CH:10][C:9]=1[N:14]([CH2:15][CH2:16][S:17]([CH3:20])(=[O:19])=[O:18])[C:26](=[O:27])[C:25]1[CH:29]=[C:30]([C:32]([F:33])([F:34])[F:35])[CH:31]=[C:23]([C:22]([F:21])([F:36])[F:37])[CH:24]=1. (6) Reactant: [F:1][C:2]([F:31])([F:30])[C:3]1[CH:4]=[C:5]([C@H:13]([O:15][C@@H:16]2[C@@H:21]([C:22]3[CH:27]=[CH:26][C:25]([F:28])=[CH:24][CH:23]=3)[CH2:20][NH:19][C:18](=O)[CH2:17]2)[CH3:14])[CH:6]=[C:7]([C:9]([F:12])([F:11])[F:10])[CH:8]=1.F[B-](F)(F)F.C[O+](C)C.O.[NH2:42][NH2:43].[Cl:44][CH2:45][C:46](Cl)=O. Product: [F:11][C:9]([F:10])([F:12])[C:7]1[CH:6]=[C:5]([C@H:13]([O:15][C@@H:16]2[C@@H:21]([C:22]3[CH:23]=[CH:24][C:25]([F:28])=[CH:26][CH:27]=3)[CH2:20][N:19]3[C:46]([CH2:45][Cl:44])=[N:42][N:43]=[C:18]3[CH2:17]2)[CH3:14])[CH:4]=[C:3]([C:2]([F:31])([F:30])[F:1])[CH:8]=1. The catalyst class is: 2. (7) Reactant: [F:1][C@H:2]1[C@@H:7]([OH:8])[CH2:6][CH2:5][N:4]([C:9]([O:11][C:12]([CH3:15])([CH3:14])[CH3:13])=[O:10])[CH2:3]1.N1C=CC=CC=1.[F:22][C:23]([F:36])([F:35])[S:24](O[S:24]([C:23]([F:36])([F:35])[F:22])(=[O:26])=[O:25])(=[O:26])=[O:25]. Product: [F:1][C@H:2]1[C@@H:7]([O:8][S:24]([C:23]([F:36])([F:35])[F:22])(=[O:26])=[O:25])[CH2:6][CH2:5][N:4]([C:9]([O:11][C:12]([CH3:15])([CH3:14])[CH3:13])=[O:10])[CH2:3]1. The catalyst class is: 2. (8) Reactant: C([C@H]1COC(=O)N1[C:14](=[O:24])[C@H:15]([C:17]1[CH:22]=[CH:21][C:20]([F:23])=[CH:19][CH:18]=1)[CH3:16])C1C=CC=CC=1.[BH4-].[Na+]. Product: [F:23][C:20]1[CH:19]=[CH:18][C:17]([C@H:15]([CH3:16])[CH2:14][OH:24])=[CH:22][CH:21]=1. The catalyst class is: 20. (9) Reactant: [OH:1][C:2]1[CH:11]=[CH:10][C:9]([CH3:12])=[CH:8][C:3]=1[C:4]([O:6][CH3:7])=[O:5].Br[CH2:14][CH2:15][CH:16]=[CH2:17].C(=O)([O-])[O-].[Cs+].[Cs+]. Product: [CH2:17]([O:1][C:2]1[CH:11]=[CH:10][C:9]([CH3:12])=[CH:8][C:3]=1[C:4]([O:6][CH3:7])=[O:5])[CH2:16][CH:15]=[CH2:14]. The catalyst class is: 31. (10) Reactant: [C:1](=[O:17])(OC1C=CC([N+]([O-])=O)=CC=1)[O:2][C:3]1([CH3:6])[CH2:5][CH2:4]1.[CH3:18][S:19]([N:22]1[CH2:27][CH:26]=[C:25]([C:28]2[CH:29]=[C:30]3[CH2:44][C:35]4([CH2:43][C:37]5([CH2:42][CH2:41][NH:40][CH2:39][CH2:38]5)[CH2:36]4)[O:34][C:31]3=[CH:32][N:33]=2)[CH2:24][CH2:23]1)(=[O:21])=[O:20].C(N(CC)CC)C.O1CCCC1. Product: [CH3:18][S:19]([N:22]1[CH2:23][CH:24]=[C:25]([C:28]2[CH:29]=[C:30]3[CH2:44][C:35]4([CH2:36][C:37]5([CH2:38][CH2:39][N:40]([C:1]([O:2][C:3]6([CH3:6])[CH2:4][CH2:5]6)=[O:17])[CH2:41][CH2:42]5)[CH2:43]4)[O:34][C:31]3=[CH:32][N:33]=2)[CH2:26][CH2:27]1)(=[O:21])=[O:20]. The catalyst class is: 6.